From a dataset of Peptide-MHC class I binding affinity with 185,985 pairs from IEDB/IMGT. Regression. Given a peptide amino acid sequence and an MHC pseudo amino acid sequence, predict their binding affinity value. This is MHC class I binding data. (1) The peptide sequence is FTAVGKEF. The MHC is Mamu-A02 with pseudo-sequence Mamu-A02. The binding affinity (normalized) is 1.00. (2) The peptide sequence is DRFFKTLRA. The binding affinity (normalized) is 0.177. The MHC is HLA-B15:03 with pseudo-sequence HLA-B15:03. (3) The peptide sequence is SPLSSIFSRI. The MHC is Patr-B1301 with pseudo-sequence Patr-B1301. The binding affinity (normalized) is 0.587. (4) The peptide sequence is ITMVNSLTY. The MHC is HLA-B40:01 with pseudo-sequence HLA-B40:01. The binding affinity (normalized) is 0.0847. (5) The peptide sequence is AVQNEITLTH. The MHC is Patr-B1301 with pseudo-sequence Patr-B1301. The binding affinity (normalized) is 0.00169. (6) The peptide sequence is IMRNFLRSI. The MHC is HLA-A02:02 with pseudo-sequence HLA-A02:02. The binding affinity (normalized) is 0.429. (7) The peptide sequence is ILSPFLPL. The MHC is Mamu-A02 with pseudo-sequence Mamu-A02. The binding affinity (normalized) is 0. (8) The MHC is HLA-B46:01 with pseudo-sequence HLA-B46:01. The binding affinity (normalized) is 0.0847. The peptide sequence is WLQKIPLQW. (9) The peptide sequence is FPLTQRDVL. The MHC is HLA-A30:01 with pseudo-sequence HLA-A30:01. The binding affinity (normalized) is 0.0847.